From a dataset of Peptide-MHC class II binding affinity with 134,281 pairs from IEDB. Regression. Given a peptide amino acid sequence and an MHC pseudo amino acid sequence, predict their binding affinity value. This is MHC class II binding data. (1) The peptide sequence is VLAKSPDTTCSEIEE. The MHC is HLA-DQA10102-DQB10502 with pseudo-sequence HLA-DQA10102-DQB10502. The binding affinity (normalized) is 0.377. (2) The peptide sequence is RRGRIGRNPNRDGDS. The MHC is DRB3_0101 with pseudo-sequence DRB3_0101. The binding affinity (normalized) is 0.224.